The task is: Predict which catalyst facilitates the given reaction.. This data is from Catalyst prediction with 721,799 reactions and 888 catalyst types from USPTO. (1) Reactant: [NH2:1][C:2]1[C:7]([NH2:8])=[CH:6][C:5]([C:9]2[C:10]([CH3:15])=[N:11][O:12][C:13]=2[CH3:14])=[CH:4][C:3]=1[C:16]([C:24]1[CH:29]=[CH:28][CH:27]=[CH:26][N:25]=1)([C:18]1[CH:23]=[CH:22][CH:21]=[CH:20][N:19]=1)[OH:17].[F:30][CH:31]([F:40])[C:32](O[C:32](=O)[CH:31]([F:40])[F:30])=O.C(N(C(C)C)C(C)C)C. Product: [F:30][CH:31]([F:40])[C:32]1[NH:8][C:7]2[CH:6]=[C:5]([C:9]3[C:10]([CH3:15])=[N:11][O:12][C:13]=3[CH3:14])[CH:4]=[C:3]([C:16]([C:18]3[CH:23]=[CH:22][CH:21]=[CH:20][N:19]=3)([C:24]3[CH:29]=[CH:28][CH:27]=[CH:26][N:25]=3)[OH:17])[C:2]=2[N:1]=1. The catalyst class is: 2. (2) The catalyst class is: 81. Product: [CH:1]([O:4][C:5]1[CH:6]=[C:7]([CH3:12])[CH:8]=[CH:9][C:10]=1[B:23]([OH:27])[OH:24])([CH3:3])[CH3:2]. Reactant: [CH:1]([O:4][C:5]1[CH:6]=[C:7]([CH3:12])[CH:8]=[CH:9][C:10]=1Br)([CH3:3])[CH3:2].O1CCCC1.C([Li])CCC.[B:23](OCC)([O:27]CC)[O:24]CC. (3) Reactant: N[C:2]1[CH:7]=[N:6][C:5]([C:8]([F:11])([F:10])[F:9])=[CH:4][N:3]=1.FC(F)(F)C1N=CC(=O)NC=1.C([O-])(O)=O.[Na+].O=P(Cl)(Cl)[Cl:30]. Product: [Cl:30][C:2]1[CH:7]=[N:6][C:5]([C:8]([F:11])([F:10])[F:9])=[CH:4][N:3]=1. The catalyst class is: 82. (4) Reactant: [F:1][C:2]([C:6]1[C:7]([C:17]([OH:19])=O)=[N:8][O:9][C:10]=1[C:11]1[CH:16]=[CH:15][CH:14]=[CH:13][CH:12]=1)([F:5])[CH2:3][CH3:4].N1C=CC=CC=1.N1C(F)=NC(F)=NC=1[F:28]. Product: [F:1][C:2]([C:6]1[C:7]([C:17]([F:28])=[O:19])=[N:8][O:9][C:10]=1[C:11]1[CH:16]=[CH:15][CH:14]=[CH:13][CH:12]=1)([F:5])[CH2:3][CH3:4]. The catalyst class is: 4. (5) Reactant: [Cl:1][C:2]1[CH:7]=[CH:6][C:5]([C:8]2[C:12](O)([CH3:13])[O:11][C:10](=O)[C:9]=2[C:16]2[S:17][CH:18]=[CH:19][CH:20]=2)=[CH:4][CH:3]=1.O.[NH2:22][NH2:23]. Product: [Cl:1][C:2]1[CH:7]=[CH:6][C:5]([C:8]2[C:12]([CH3:13])=[N:23][NH:22][C:10](=[O:11])[C:9]=2[C:16]2[S:17][CH:18]=[CH:19][CH:20]=2)=[CH:4][CH:3]=1. The catalyst class is: 51. (6) Reactant: I[C:2]1[C:3]2[CH:10]=[CH:9][N:8]([CH2:11][O:12][CH2:13][CH2:14][Si:15]([CH3:18])([CH3:17])[CH3:16])[C:4]=2[N:5]=[CH:6][N:7]=1.C([Mg]Cl)(C)C.[CH:24]([CH:26]1[CH2:31][CH2:30][CH2:29][N:28]([C:32]([O:34][CH2:35][C:36]2[CH:41]=[CH:40][CH:39]=[CH:38][CH:37]=2)=[O:33])[CH2:27]1)=[O:25].[NH4+].[Cl-]. Product: [OH:25][CH:24]([C:2]1[C:3]2[CH:10]=[CH:9][N:8]([CH2:11][O:12][CH2:13][CH2:14][Si:15]([CH3:18])([CH3:17])[CH3:16])[C:4]=2[N:5]=[CH:6][N:7]=1)[CH:26]1[CH2:31][CH2:30][CH2:29][N:28]([C:32]([O:34][CH2:35][C:36]2[CH:37]=[CH:38][CH:39]=[CH:40][CH:41]=2)=[O:33])[CH2:27]1. The catalyst class is: 20. (7) Reactant: Cl.FC1C=C(C=CC=1)CN1C=C(C2C3C(=NC=C(C4C=CC(C5CCNCC5)=CC=4)C=3)N(S(C3C=CC(C)=CC=3)(=O)=O)C=2)C=N1.[F:46][C:47]1[CH:48]=[C:49]([CH:93]=[CH:94][CH:95]=1)[CH2:50][N:51]1[CH:55]=[C:54]([C:56]2[C:64]3[C:59](=[N:60][CH:61]=[C:62]([C:65]4[CH:70]=[CH:69][C:68]([N:71]5[CH2:76][CH2:75][N:74]([CH2:77][C@@H:78]([OH:80])[CH3:79])[CH2:73][CH2:72]5)=[CH:67][C:66]=4[O:81][CH3:82])[CH:63]=3)[N:58](S(C3C=CC(C)=CC=3)(=O)=O)[CH:57]=2)[CH:53]=[N:52]1.[OH-].[Li+]. Product: [F:46][C:47]1[CH:48]=[C:49]([CH:93]=[CH:94][CH:95]=1)[CH2:50][N:51]1[CH:55]=[C:54]([C:56]2[C:64]3[C:59](=[N:60][CH:61]=[C:62]([C:65]4[CH:70]=[CH:69][C:68]([N:71]5[CH2:76][CH2:75][N:74]([CH2:77][C@@H:78]([OH:80])[CH3:79])[CH2:73][CH2:72]5)=[CH:67][C:66]=4[O:81][CH3:82])[CH:63]=3)[NH:58][CH:57]=2)[CH:53]=[N:52]1. The catalyst class is: 87. (8) The catalyst class is: 2. Product: [CH2:24]([S:28]([N:7]1[CH2:12][CH2:11][CH:10]([C:13]2[O:17][N:16]=[C:15]([C:18]3[CH:23]=[CH:22][N:21]=[CH:20][CH:19]=3)[N:14]=2)[CH2:9][CH2:8]1)(=[O:30])=[O:29])[CH2:25][CH2:26][CH3:27]. Reactant: N1C=CC=CC=1.[NH:7]1[CH2:12][CH2:11][CH:10]([C:13]2[O:17][N:16]=[C:15]([C:18]3[CH:23]=[CH:22][N:21]=[CH:20][CH:19]=3)[N:14]=2)[CH2:9][CH2:8]1.[CH2:24]([S:28](Cl)(=[O:30])=[O:29])[CH2:25][CH2:26][CH3:27]. (9) The catalyst class is: 1. Product: [CH3:1][C:2]1[CH:3]=[C:4]([NH:9][C:10]([NH:13][CH2:14][C:15]2[CH:23]=[CH:22][CH:21]=[C:20]3[C:16]=2[C:17](=[O:33])[N:18]([CH:25]2[CH2:30][CH2:29][C:28](=[O:31])[NH:27][C:26]2=[O:32])[C:19]3=[O:24])=[O:11])[CH:5]=[CH:6][C:7]=1[CH3:8]. Reactant: [CH3:1][C:2]1[CH:3]=[C:4]([N:9]=[C:10]=[O:11])[CH:5]=[CH:6][C:7]=1[CH3:8].Cl.[NH2:13][CH2:14][C:15]1[CH:23]=[CH:22][CH:21]=[C:20]2[C:16]=1[C:17](=[O:33])[N:18]([CH:25]1[CH2:30][CH2:29][C:28](=[O:31])[NH:27][C:26]1=[O:32])[C:19]2=[O:24].C(N(CC)CC)C.